Dataset: Catalyst prediction with 721,799 reactions and 888 catalyst types from USPTO. Task: Predict which catalyst facilitates the given reaction. (1) Reactant: [Br:1][C:2]1[C:9]([OH:10])=[CH:8][CH:7]=[CH:6][C:3]=1[CH:4]=[O:5].CS(O[CH2:16][CH2:17][CH2:18][NH:19][C:20]([O:22][C:23]([CH3:26])([CH3:25])[CH3:24])=[O:21])(=O)=O.C([O-])([O-])=O.[Cs+].[Cs+]. Product: [Br:1][C:2]1[C:3]([CH:4]=[O:5])=[CH:6][CH:7]=[CH:8][C:9]=1[O:10][CH2:16][CH2:17][CH2:18][NH:19][C:20](=[O:21])[O:22][C:23]([CH3:26])([CH3:25])[CH3:24]. The catalyst class is: 3. (2) Reactant: [C:1]([Cl:4])(=O)[CH3:2].Cl.[CH2:6]([O:8][C:9](=[O:28])[C@H:10]([OH:27])[CH2:11][C@H:12]([NH2:26])[CH2:13][C:14]1[CH:19]=[CH:18][C:17]([C:20]2[CH:25]=[CH:24][CH:23]=[CH:22][CH:21]=2)=[CH:16][CH:15]=1)[CH3:7]. Product: [CH2:6]([O:8][C:9](=[O:28])[C@H:10]([OH:27])[CH2:11][C@H:12]([NH2:26])[CH2:13][C:14]1[CH:15]=[CH:16][C:17]([C:20]2[CH:21]=[CH:22][CH:23]=[CH:24][CH:25]=2)=[CH:18][CH:19]=1)[CH2:7][CH2:1][CH3:2].[ClH:4]. The catalyst class is: 51.